From a dataset of Reaction yield outcomes from USPTO patents with 853,638 reactions. Predict the reaction yield, written as a fraction of the theoretical maximum amount of product (1.0 means a 100% yield; for example, 0.34 means a 34% yield). (1) The reactants are [CH3:1][C:2]1[C:7]([CH3:8])=[C:6](O)[C:5]([CH3:10])=[CH:4][C:3]=1[OH:11].[C:12](=[O:15])([O-])[O-].[K+].[K+].[CH3:18]I. The catalyst is CCC(C)=O. The product is [CH3:18][O:11][C:3]1[CH:4]=[C:5]([CH3:10])[C:6]([O:15][CH3:12])=[C:7]([CH3:8])[C:2]=1[CH3:1]. The yield is 0.800. (2) The reactants are [CH3:1][S:2]([C:5]1[CH:36]=[CH:35][C:8]([O:9][C:10]2[CH:11]=[C:12]3[C:16](=[C:17]([O:19][CH:20]4[CH2:25][CH2:24][O:23][CH2:22][CH2:21]4)[CH:18]=2)[NH:15][C:14]([C:26]2[S:27][CH:28]([CH2:31][C:32]([OH:34])=O)[CH2:29][N:30]=2)=[CH:13]3)=[CH:7][CH:6]=1)(=[O:4])=[O:3].Cl.C[N:39](C)CCCN=C=NCC.ON1C2C=CC=CC=2N=N1.N. The catalyst is CCCCCC.C(OCC)(=O)C.CO.O.CN(C)C=O. The product is [CH3:1][S:2]([C:5]1[CH:36]=[CH:35][C:8]([O:9][C:10]2[CH:11]=[C:12]3[C:16](=[C:17]([O:19][CH:20]4[CH2:21][CH2:22][O:23][CH2:24][CH2:25]4)[CH:18]=2)[NH:15][C:14]([C:26]2[S:27][CH:28]([CH2:31][C:32]([NH2:39])=[O:34])[CH2:29][N:30]=2)=[CH:13]3)=[CH:7][CH:6]=1)(=[O:3])=[O:4]. The yield is 0.540. (3) The product is [C:19]([O:23][C:24]([C:25]1[C:26]([O:30][CH2:31][C:32]2[CH:37]=[CH:36][CH:35]=[CH:34][CH:33]=2)=[C:27]([OH:28])[N:18]=[C:16]([CH2:15][C:10]2([C:4]3[CH:5]=[C:6]([Cl:9])[CH:7]=[CH:8][C:3]=3[Cl:2])[CH2:14][CH2:13][CH2:12][CH2:11]2)[N:17]=1)=[O:39])([CH3:22])([CH3:20])[CH3:21]. The catalyst is CO.CCCCCC. The reactants are Cl.[Cl:2][C:3]1[CH:8]=[CH:7][C:6]([Cl:9])=[CH:5][C:4]=1[C:10]1([CH2:15][C:16]([NH2:18])=[NH:17])[CH2:14][CH2:13][CH2:12][CH2:11]1.[C:19]([O:23][C:24](=[O:39])/[C:25](/O)=[C:26](\[O:30][CH2:31][C:32]1[CH:37]=[CH:36][CH:35]=[CH:34][CH:33]=1)/[C:27](O)=[O:28])([CH3:22])([CH3:21])[CH3:20].C(OCC)(=O)C. The yield is 0.535. (4) The reactants are C(C1C=C(NC(=O)CCCC2C=CC([B:25]([OH:27])[OH:26])=CC=2)C=CC=1S(CC)(=O)=O)#N.Br[C:30]1[CH:35]=[CH:34][C:33]([CH2:36][CH2:37][CH2:38][C:39]([NH:41][C:42]2[CH:43]=[CH:44][C:45]([S:58]([CH:61]([CH3:63])[CH3:62])(=[O:60])=[O:59])=[C:46]([CH:57]=2)[CH2:47][N:48]([CH3:56])[C:49](=[O:55])[O:50][C:51]([CH3:54])([CH3:53])[CH3:52])=[O:40])=[C:32]([CH2:64][CH3:65])[CH:31]=1.CC1(C)COB(B2OCC(C)(C)CO2)OC1. No catalyst specified. The product is [C:51]([O:50][C:49]([N:48]([CH2:47][C:46]1[CH:57]=[C:42]([NH:41][C:39](=[O:40])[CH2:38][CH2:37][CH2:36][C:33]2[CH:34]=[CH:35][C:30]([B:25]([OH:27])[OH:26])=[CH:31][C:32]=2[CH2:64][CH3:65])[CH:43]=[CH:44][C:45]=1[S:58]([CH:61]([CH3:63])[CH3:62])(=[O:60])=[O:59])[CH3:56])=[O:55])([CH3:54])([CH3:53])[CH3:52]. The yield is 0.670. (5) The reactants are [Cl:1][C:2]1[N:7]=[CH:6][C:5]([CH2:8][NH:9][C:10]([C:12]2([C:27]#[N:28])[CH2:17][CH2:16][N:15]([C:18]3[C:19]4[CH:26]=[CH:25][NH:24][C:20]=4[N:21]=[CH:22][N:23]=3)[CH2:14][CH2:13]2)=[O:11])=[CH:4][CH:3]=1.[OH-].[Na+].N.C(O)C.[H][H]. The catalyst is [Ni].C(O)C. The product is [NH2:28][CH2:27][C:12]1([C:10]([NH:9][CH2:8][C:5]2[CH:6]=[N:7][C:2]([Cl:1])=[CH:3][CH:4]=2)=[O:11])[CH2:13][CH2:14][N:15]([C:18]2[C:19]3[CH:26]=[CH:25][NH:24][C:20]=3[N:21]=[CH:22][N:23]=2)[CH2:16][CH2:17]1. The yield is 0.186.